This data is from Full USPTO retrosynthesis dataset with 1.9M reactions from patents (1976-2016). The task is: Predict the reactants needed to synthesize the given product. (1) Given the product [F:30][C:2]([F:1])([F:29])[O:3][C:4]1[CH:9]=[CH:8][C:7]([N:10]2[CH:14]=[N:13][C:12]([C:15]3[CH:20]=[CH:19][C:18]([CH:21]4[CH2:23][CH:22]4[C:24]([OH:26])=[O:25])=[CH:17][CH:16]=3)=[N:11]2)=[CH:6][CH:5]=1, predict the reactants needed to synthesize it. The reactants are: [F:1][C:2]([F:30])([F:29])[O:3][C:4]1[CH:9]=[CH:8][C:7]([N:10]2[CH:14]=[N:13][C:12]([C:15]3[CH:20]=[CH:19][C:18]([CH:21]4[CH2:23][CH:22]4[C:24]([O:26]CC)=[O:25])=[CH:17][CH:16]=3)=[N:11]2)=[CH:6][CH:5]=1.[OH-].[Na+].Cl. (2) Given the product [CH3:19][O:18][C@H:13]1[C@@H:14]([O:16][CH3:17])[CH2:15][NH:11][CH2:12]1, predict the reactants needed to synthesize it. The reactants are: C(OC([N:11]1[CH2:15][C@H:14]([O:16][CH3:17])[C@H:13]([O:18][CH3:19])[CH2:12]1)=O)C1C=CC=CC=1. (3) Given the product [Cl:1][C:2]1[C:11]2[C:6](=[CH:7][CH:8]=[C:9]([C:12]([C:14]3[C:15]([CH3:21])=[N:16][C:17]([CH3:20])=[CH:18][CH:19]=3)=[O:13])[CH:10]=2)[N:5]=[C:4]([O:22][CH3:23])[C:3]=1[CH2:24][C:25]1[CH:26]=[CH:27][C:28]([C:31]([F:33])([F:32])[F:34])=[CH:29][CH:30]=1, predict the reactants needed to synthesize it. The reactants are: [Cl:1][C:2]1[C:11]2[C:6](=[CH:7][CH:8]=[C:9]([CH:12]([C:14]3[C:15]([CH3:21])=[N:16][C:17]([CH3:20])=[CH:18][CH:19]=3)[OH:13])[CH:10]=2)[N:5]=[C:4]([O:22][CH3:23])[C:3]=1[CH2:24][C:25]1[CH:30]=[CH:29][C:28]([C:31]([F:34])([F:33])[F:32])=[CH:27][CH:26]=1. (4) The reactants are: C(N([CH2:6][CH3:7])CC)C.[CH3:8][S:9](Cl)(=[O:11])=[O:10].CC([O:17][CH3:18])(C)C. Given the product [S:9]([O-:11])(=[O:17])(=[O:10])[CH3:8].[C:18]([O-:17])(=[O:10])[CH2:6][CH3:7], predict the reactants needed to synthesize it.